From a dataset of Reaction yield outcomes from USPTO patents with 853,638 reactions. Predict the reaction yield, written as a fraction of the theoretical maximum amount of product (1.0 means a 100% yield; for example, 0.34 means a 34% yield). (1) The reactants are [F:1][C:2]1[CH:19]=[C:18]([N+:20]([O-])=O)[CH:17]=[CH:16][C:3]=1[O:4][C:5]1[C:6]2[S:13][C:12]([S:14][CH3:15])=[CH:11][C:7]=2[N:8]=[CH:9][N:10]=1. The catalyst is CC(O)=O.[Fe]. The product is [F:1][C:2]1[CH:19]=[C:18]([NH2:20])[CH:17]=[CH:16][C:3]=1[O:4][C:5]1[C:6]2[S:13][C:12]([S:14][CH3:15])=[CH:11][C:7]=2[N:8]=[CH:9][N:10]=1. The yield is 0.950. (2) The reactants are [OH:1][C:2]1[CH:11]=[CH:10][C:5]([C:6]([NH:8][NH2:9])=[O:7])=[CH:4][CH:3]=1.[C:12]1([CH3:20])[CH:17]=[CH:16][CH:15]=[C:14]([CH:18]=O)[CH:13]=1. The catalyst is C(O)(=O)C.CCO. The product is [CH3:20][C:12]1[CH:13]=[C:14]([CH:15]=[CH:16][CH:17]=1)[CH:18]=[N:9][NH:8][C:6](=[O:7])[C:5]1[CH:10]=[CH:11][C:2]([OH:1])=[CH:3][CH:4]=1. The yield is 0.760. (3) The reactants are [C:1]1([C:7]2([CH2:12][C:13]#[N:14])[CH2:11][CH2:10][CH2:9][CH2:8]2)[CH:6]=[CH:5][CH:4]=[CH:3][CH:2]=1.Cl.[Cl:16]C1C=CC=CC=1C1C=CC=CC=1CC(N)=[NH:31]. No catalyst specified. The product is [ClH:16].[C:1]1([C:7]2([CH2:12][C:13]([NH2:31])=[NH:14])[CH2:11][CH2:10][CH2:9][CH2:8]2)[CH:6]=[CH:5][CH:4]=[CH:3][CH:2]=1. The yield is 0.777.